From a dataset of Full USPTO retrosynthesis dataset with 1.9M reactions from patents (1976-2016). Predict the reactants needed to synthesize the given product. (1) Given the product [N:1]1[CH:6]=[CH:5][CH:4]=[N:3][C:2]=1[NH:7][CH2:8][CH2:9][O:10][C:11]1[CH:24]=[CH:23][C:14]([CH2:15][CH:16]2[S:20][C:19](=[O:21])[NH:18][C:17]2=[O:22])=[CH:13][CH:12]=1, predict the reactants needed to synthesize it. The reactants are: [N:1]1[CH:6]=[CH:5][CH:4]=[N:3][C:2]=1[NH:7][CH2:8][CH2:9][O:10][C:11]1[CH:24]=[CH:23][C:14]([CH:15]=[C:16]2[S:20][C:19](=[O:21])[NH:18][C:17]2=[O:22])=[CH:13][CH:12]=1.[H][H]. (2) Given the product [C:32]([O:31][C:29]([N:14]1[CH2:17][C:16]([O:19][CH3:20])([CH3:18])[CH2:15]1)=[O:30])([CH3:33])([CH3:34])[CH3:35], predict the reactants needed to synthesize it. The reactants are: C([N:14]1[CH2:17][C:16]([O:19][CH3:20])([CH3:18])[CH2:15]1)(C1C=CC=CC=1)C1C=CC=CC=1.[CH3:33][C:32]([O:31][C:29](O[C:29]([O:31][C:32]([CH3:35])([CH3:34])[CH3:33])=[O:30])=[O:30])([CH3:35])[CH3:34]. (3) The reactants are: Br[C:2]1[CH:7]=[CH:6][C:5]([CH2:8][CH2:9][CH2:10][CH2:11][CH2:12][CH2:13][CH2:14][CH3:15])=[CH:4][CH:3]=1.[N:16]1[CH:21]=[CH:20][CH:19]=[CH:18][C:17]=1[CH2:22][CH2:23][O:24][C:25](=[O:34])[C:26]1[CH:31]=[CH:30][C:29](Br)=[CH:28][C:27]=1[F:33]. Given the product [N:16]1[CH:21]=[CH:20][CH:19]=[CH:18][C:17]=1[CH2:22][CH2:23][O:24][C:25]([C:26]1[CH:31]=[CH:30][C:29]([C:2]2[CH:3]=[CH:4][C:5]([CH2:8][CH2:9][CH2:10][CH2:11][CH2:12][CH2:13][CH2:14][CH3:15])=[CH:6][CH:7]=2)=[CH:28][C:27]=1[F:33])=[O:34], predict the reactants needed to synthesize it. (4) Given the product [F:3][C:4]([F:41])([F:40])[C:5]1[CH:6]=[C:7]([CH:33]=[C:34]([C:36]([F:39])([F:38])[F:37])[CH:35]=1)[CH2:8][N:9]([C@H:16]1[CH2:22][CH2:21][CH2:20][NH:19][C:18]2[C:23]([CH3:42])=[C:24]([C:28]([F:31])([F:30])[F:29])[C:25]([CH3:27])=[CH:26][C:17]1=2)[C:10]1[N:11]=[N:12][N:13]([CH3:15])[N:14]=1, predict the reactants needed to synthesize it. The reactants are: [F-].[Cs+].[F:3][C:4]([F:41])([F:40])[C:5]1[CH:6]=[C:7]([CH:33]=[C:34]([C:36]([F:39])([F:38])[F:37])[CH:35]=1)[CH2:8][N:9]([C@H:16]1[CH2:22][CH2:21][CH2:20][NH:19][C:18]2[C:23](Br)=[C:24]([C:28]([F:31])([F:30])[F:29])[C:25]([CH3:27])=[CH:26][C:17]1=2)[C:10]1[N:11]=[N:12][N:13]([CH3:15])[N:14]=1.[CH3:42]B(O)O.ClCCl. (5) Given the product [Cl:1][C:2]1[CH:13]=[C:12]([C:14]2[C:15]([CH3:20])=[N:16][O:17][C:18]=2[CH3:19])[CH:11]=[C:10]([NH2:23])[C:3]=1[NH:4][CH2:5][C:6]([F:8])([F:9])[F:7], predict the reactants needed to synthesize it. The reactants are: [Cl:1][C:2]1[CH:13]=[C:12]([C:14]2[C:15]([CH3:20])=[N:16][O:17][C:18]=2[CH3:19])[CH:11]=[CH:10][C:3]=1[NH:4][CH2:5][C:6]([F:9])([F:8])[F:7].C(#[N:23])C.F[B-](F)(F)F.O=[N+]=O.